The task is: Predict the reaction yield, written as a fraction of the theoretical maximum amount of product (1.0 means a 100% yield; for example, 0.34 means a 34% yield).. This data is from Reaction yield outcomes from USPTO patents with 853,638 reactions. (1) The reactants are [NH2:1][C:2]1[S:3][C:4]2[C:9]([NH:10][C@H:11]([CH2:14][CH:15]([CH3:17])[CH3:16])[CH2:12][OH:13])=[N:8][C:7]([SH:18])=[N:6][C:5]=2[N:19]=1.Cl[C@@H:21]([C:23]1[CH:24]=[C:25]([CH:28]=[CH:29][CH:30]=1)[C:26]#[N:27])[CH3:22]. No catalyst specified. The product is [NH2:1][C:2]1[S:3][C:4]2[C:9]([NH:10][C@@H:11]([CH2:12][OH:13])[CH2:14][CH:15]([CH3:16])[CH3:17])=[N:8][C:7]([S:18][C@H:21]([C:23]3[CH:24]=[C:25]([CH:28]=[CH:29][CH:30]=3)[C:26]#[N:27])[CH3:22])=[N:6][C:5]=2[N:19]=1. The yield is 0.310. (2) The reactants are Cl.[NH2:2][C@@H:3]1[CH2:8][CH2:7][CH2:6][N:5]([C:9]2[C:14]([Br:15])=[CH:13][N:12]=[C:11]3[NH:16][CH:17]=[C:18]([NH:19][C:20]([CH:22]4[CH2:24][CH2:23]4)=[O:21])[C:10]=23)[CH2:4]1.Br[CH2:26][CH2:27][O:28][CH3:29].CCN(C(C)C)C(C)C.O. The catalyst is CN(C=O)C. The product is [Br:15][C:14]1[C:9]([N:5]2[CH2:6][CH2:7][CH2:8][C@@H:3]([NH:2][CH2:26][CH2:27][O:28][CH3:29])[CH2:4]2)=[C:10]2[C:18]([NH:19][C:20]([CH:22]3[CH2:23][CH2:24]3)=[O:21])=[CH:17][NH:16][C:11]2=[N:12][CH:13]=1. The yield is 0.300. (3) The catalyst is C(#N)C. The yield is 0.720. The product is [Br:9][C:10]1[CH:15]=[CH:14][C:13]([NH:16][C:4](=[O:5])[CH2:3][C:2]([CH3:8])([CH3:7])[CH3:1])=[C:12]([Cl:17])[CH:11]=1. The reactants are [CH3:1][C:2]([CH3:8])([CH3:7])[CH2:3][C:4](Cl)=[O:5].[Br:9][C:10]1[CH:15]=[CH:14][C:13]([NH2:16])=[C:12]([Cl:17])[CH:11]=1.O. (4) The reactants are [OH:1][C@H:2]1[C@@H:7]([OH:8])[C@H:6]([OH:9])[C@@H:5]([CH2:10][OH:11])[O:4][C@@H:3]1[C:12]1[CH:13]=[C:14]([C:18]2[CH:23]=[C:22]([C:24]([O:26]C)=[O:25])[CH:21]=[C:20]([C:28]([O:30]C)=[O:29])[CH:19]=2)[CH:15]=[CH:16][CH:17]=1.[Li+].[OH-].Cl. The catalyst is C1COCC1.O. The product is [OH:1][C@H:2]1[C@@H:7]([OH:8])[C@H:6]([OH:9])[C@@H:5]([CH2:10][OH:11])[O:4][C@@H:3]1[C:12]1[CH:13]=[C:14]([C:18]2[CH:23]=[C:22]([C:24]([OH:26])=[O:25])[CH:21]=[C:20]([C:28]([OH:30])=[O:29])[CH:19]=2)[CH:15]=[CH:16][CH:17]=1. The yield is 0.820. (5) The reactants are [N:1]1[C:10]2[C:5](=[CH:6][CH:7]=[CH:8][C:9]=2[S:11]([N:14]2[CH2:21][C:20]3[CH:22]=[CH:23][CH:24]=[CH:25][C:19]=3[CH2:18][O:17][CH2:16][C@H:15]2[CH2:26][C:27](O)=[O:28])(=[O:13])=[O:12])[CH:4]=[CH:3][CH:2]=1.C[N:31](C(ON1N=NC2C=CC=NC1=2)=[N+](C)C)C.F[P-](F)(F)(F)(F)F.CCN(C(C)C)C(C)C.[OH-].[NH4+]. The catalyst is C(Cl)Cl. The product is [N:1]1[C:10]2[C:5](=[CH:6][CH:7]=[CH:8][C:9]=2[S:11]([N:14]2[CH2:21][C:20]3[CH:22]=[CH:23][CH:24]=[CH:25][C:19]=3[CH2:18][O:17][CH2:16][C@H:15]2[CH2:26][C:27]([NH2:31])=[O:28])(=[O:13])=[O:12])[CH:4]=[CH:3][CH:2]=1. The yield is 0.320. (6) The reactants are [CH3:1][O:2][C:3]1[CH:4]=[C:5]([CH2:9][NH2:10])[CH:6]=[CH:7][CH:8]=1.[CH3:11][O:12][CH:13]([O:17][CH3:18])[C:14](=O)[CH3:15].S([O-])([O-])(=O)=O.[Na+].[Na+].C(O[BH-](OC(=O)C)OC(=O)C)(=O)C.[Na+]. The catalyst is C(O)(=O)C. The product is [CH3:11][O:12][CH:13]([O:17][CH3:18])[CH:14]([NH:10][CH2:9][C:5]1[CH:6]=[CH:7][CH:8]=[C:3]([O:2][CH3:1])[CH:4]=1)[CH3:15]. The yield is 0.680. (7) The reactants are [CH3:1][O:2][C:3]1[CH:4]=[C:5]2[C:10](=[CH:11][C:12]=1[O:13][CH3:14])[N:9]=[CH:8][CH:7]=[C:6]2[O:15][C:16]1[CH:21]=[CH:20][C:19]([NH:22][C:23](=O)[CH2:24][O:25][C:26]2[CH:31]=[CH:30][CH:29]=[CH:28][C:27]=2[CH3:32])=[CH:18][CH:17]=1.Cl.[OH-].[Na+]. The catalyst is O1CCCC1. The product is [CH3:1][O:2][C:3]1[CH:4]=[C:5]2[C:10](=[CH:11][C:12]=1[O:13][CH3:14])[N:9]=[CH:8][CH:7]=[C:6]2[O:15][C:16]1[CH:17]=[CH:18][C:19]([NH:22][CH2:23][CH2:24][O:25][C:26]2[CH:31]=[CH:30][CH:29]=[CH:28][C:27]=2[CH3:32])=[CH:20][CH:21]=1. The yield is 0.800. (8) The reactants are [OH:1][C:2]1[CH:9]=[CH:8][C:5]([CH:6]=[O:7])=[CH:4][CH:3]=1.N1C=CN=C1.[CH:15]([Si:18](Cl)([CH:22]([CH3:24])[CH3:23])[CH:19]([CH3:21])[CH3:20])([CH3:17])[CH3:16]. The catalyst is CN(C=O)C. The product is [CH:15]([Si:18]([O:1][C:2]1[CH:9]=[CH:8][C:5]([CH:6]=[O:7])=[CH:4][CH:3]=1)([CH:22]([CH3:24])[CH3:23])[CH:19]([CH3:21])[CH3:20])([CH3:17])[CH3:16]. The yield is 0.950. (9) The reactants are [Cl:1][C:2]1[CH:10]=[C:9]2[C:5]([C:6]([C:11]([O:13][CH3:14])=[O:12])=[CH:7][NH:8]2)=[CH:4][C:3]=1B1OCC(C)(C)CO1.Br[C:24]1[CH:29]=[CH:28][C:27]([CH3:30])=[CH:26][CH:25]=1.C(=O)([O-])[O-].[K+].[K+].C(OCC)(=O)C. The catalyst is C1(C)C=CC=CC=1.C(O)C.C1C=CC(P(C2C=CC=CC=2)[C-]2C=CC=C2)=CC=1.C1C=CC(P(C2C=CC=CC=2)[C-]2C=CC=C2)=CC=1.Cl[Pd]Cl.[Fe+2]. The product is [Cl:1][C:2]1[CH:10]=[C:9]2[C:5]([C:6]([C:11]([O:13][CH3:14])=[O:12])=[CH:7][NH:8]2)=[CH:4][C:3]=1[C:24]1[CH:29]=[CH:28][C:27]([CH3:30])=[CH:26][CH:25]=1. The yield is 1.00.